Predict the reactants needed to synthesize the given product. From a dataset of Full USPTO retrosynthesis dataset with 1.9M reactions from patents (1976-2016). Given the product [C:1]([O:5][C:6]([N:8]1[CH2:9][CH:10]([CH2:15][C:16]2[CH:21]=[C:20]([F:22])[CH:19]=[C:18]([F:23])[CH:17]=2)[CH:11]([CH2:13][NH:45][CH:42]2[CH2:44][CH2:43]2)[CH2:12]1)=[O:7])([CH3:4])([CH3:3])[CH3:2], predict the reactants needed to synthesize it. The reactants are: [C:1]([O:5][C:6]([N:8]1[CH2:12][CH:11]([CH:13]=O)[CH:10]([CH2:15][C:16]2[CH:21]=[C:20]([F:22])[CH:19]=[C:18]([F:23])[CH:17]=2)[CH2:9]1)=[O:7])([CH3:4])([CH3:3])[CH3:2].CC(O)=O.[BH-](OC(C)=O)(OC(C)=O)OC(C)=O.[Na+].[CH:42]1([NH2:45])[CH2:44][CH2:43]1.